From a dataset of Reaction yield outcomes from USPTO patents with 853,638 reactions. Predict the reaction yield, written as a fraction of the theoretical maximum amount of product (1.0 means a 100% yield; for example, 0.34 means a 34% yield). (1) The reactants are [F-].C([N+](CCCC)(CCCC)CCCC)CCC.[CH3:19][N:20]([CH2:22][C:23]1C[C:26]([C:28]2[CH:35]=[CH:34][CH:33]=[CH:32][C:29]=2[CH:30]=[O:31])=[CH:25][CH:24]=1)[CH3:21].[F:36][C:37]([Si](C)(C)C)([F:39])[F:38].Cl.C1C[O:48]CC1. No catalyst specified. The product is [CH3:21][N:20]([CH2:22][C:23]1[O:48][C:26]([C:28]2[CH:35]=[CH:34][CH:33]=[CH:32][C:29]=2[CH:30]([OH:31])[C:37]([F:39])([F:38])[F:36])=[CH:25][CH:24]=1)[CH3:19]. The yield is 0.660. (2) The reactants are Cl[C:2]1[N:7]=[C:6]([N:8]2[CH2:13][CH2:12][O:11][CH2:10][CH2:9]2)[N:5]=[C:4]([N:14]2[CH2:19][CH2:18][O:17][CH2:16][CH2:15]2)[N:3]=1.[C:20]([C:22]1[CH:27]=[CH:26][C:25](B(O)O)=[CH:24][CH:23]=1)#[N:21]. No catalyst specified. The product is [O:17]1[CH2:18][CH2:19][N:14]([C:4]2[N:5]=[C:6]([N:8]3[CH2:13][CH2:12][O:11][CH2:10][CH2:9]3)[N:7]=[C:2]([C:25]3[CH:26]=[CH:27][C:22]([C:20]#[N:21])=[CH:23][CH:24]=3)[N:3]=2)[CH2:15][CH2:16]1. The yield is 0.500. (3) The reactants are C(N(CC)CC)C.[CH3:8][S:9](Cl)(=[O:11])=[O:10].[F:13][C:14]1[CH:19]=[CH:18][C:17]([CH3:20])=[CH:16][C:15]=1[C:21]1[O:25][N:24]=[C:23]([CH2:26][OH:27])[CH:22]=1. The catalyst is ClCCl. The product is [F:13][C:14]1[CH:19]=[CH:18][C:17]([CH3:20])=[CH:16][C:15]=1[C:21]1[O:25][N:24]=[C:23]([CH2:26][O:27][S:9]([CH3:8])(=[O:11])=[O:10])[CH:22]=1. The yield is 0.990. (4) The reactants are [Br:1][C:2]1[CH:3]=[N:4][CH:5]=[C:6]([CH:10]=1)C(O)=O.C1(P(N=[N+]=[N-])(C2C=CC=CC=2)=[O:18])C=CC=CC=1.CC[N:30]([CH2:33]C)CC.[CH2:35]([OH:42])[C:36]1[CH:41]=[CH:40][CH:39]=[CH:38][CH:37]=1. The catalyst is C1(C)C=CC=CC=1. The product is [Br:1][C:2]1[CH:10]=[C:6]([NH:30][C:33](=[O:18])[O:42][CH2:35][C:36]2[CH:41]=[CH:40][CH:39]=[CH:38][CH:37]=2)[CH:5]=[N:4][CH:3]=1. The yield is 0.730. (5) The reactants are [Br:1][C:2]1[C:3]([F:21])=[C:4]2[CH:10]=[CH:9][N:8]([Si](C(C)C)(C(C)C)C(C)C)[C:5]2=[N:6][CH:7]=1.O.CCOCC. The catalyst is C1COCC1. The product is [Br:1][C:2]1[C:3]([F:21])=[C:4]2[CH:10]=[CH:9][NH:8][C:5]2=[N:6][CH:7]=1. The yield is 0.720. (6) The product is [CH3:3][N:2]([CH2:4][C:5]1[CH:6]=[C:7]([C:11]2[CH:16]=[C:15]([CH:14]=[CH:13][C:12]=2[O:20][CH3:21])[NH2:17])[CH:8]=[CH:9][CH:10]=1)[CH3:1]. The reactants are [CH3:1][N:2]([CH2:4][C:5]1[CH:6]=[C:7]([C:11]2[CH:16]=[C:15]([N+:17]([O-])=O)[CH:14]=[CH:13][C:12]=2[O:20][CH3:21])[CH:8]=[CH:9][CH:10]=1)[CH3:3].Cl. The yield is 0.570. The catalyst is CCO.O.CCO.[Fe].